This data is from Forward reaction prediction with 1.9M reactions from USPTO patents (1976-2016). The task is: Predict the product of the given reaction. (1) Given the reactants [CH3:1][O:2][C:3]1[CH:4]=[C:5](/[CH:11]=[CH:12]/[C:13]2[N:14]=[C:15]3[CH:21]=[CH:20][N:19]([S:22]([C:25]4[CH:30]=[CH:29][CH:28]=[CH:27][CH:26]=4)(=[O:24])=[O:23])[C:16]3=[N:17][CH:18]=2)[CH:6]=[C:7]([O:9][CH3:10])[CH:8]=1.CO, predict the reaction product. The product is: [CH3:1][O:2][C:3]1[CH:4]=[C:5]([CH2:11][CH2:12][C:13]2[N:14]=[C:15]3[CH:21]=[CH:20][N:19]([S:22]([C:25]4[CH:30]=[CH:29][CH:28]=[CH:27][CH:26]=4)(=[O:24])=[O:23])[C:16]3=[N:17][CH:18]=2)[CH:6]=[C:7]([O:9][CH3:10])[CH:8]=1. (2) Given the reactants [CH2:1]([NH2:4])[CH2:2][NH2:3].CO[C:7]([CH2:9][O:10][C@@H:11]1[C@H:15]([OH:16])[C@@H:14]([CH2:17][OH:18])[O:13][C@H:12]1[N:19]1[CH:26]=[CH:25][C:23](=[O:24])[N:22](COC(=O)C(C)(C)C)[C:20]1=[O:21])=[O:8].N.[F:36][C:37]([F:44])([F:43])[C:38](OCC)=[O:39], predict the reaction product. The product is: [F:36][C:37]([F:44])([F:43])[C:38]([NH:3][CH2:2][CH2:1][NH:4][C:7]([CH2:9][O:10][C@@H:11]1[C@H:15]([OH:16])[C@@H:14]([CH2:17][OH:18])[O:13][C@H:12]1[N:19]1[CH:26]=[CH:25][C:23](=[O:24])[NH:22][C:20]1=[O:21])=[O:8])=[O:39]. (3) Given the reactants [CH3:1][O:2][C:3](=[O:35])[CH2:4][CH:5]1[C:14]2[C:9](=[C:10]([F:15])[CH:11]=[CH:12][CH:13]=2)[N:8]=[C:7]([C:16]2[CH:21]=[CH:20][C:19](Br)=[CH:18][CH:17]=2)[N:6]1[C:23]1[CH:28]=[C:27]([C:29]([F:32])([F:31])[F:30])[CH:26]=[CH:25][C:24]=1[O:33][CH3:34].[F:36][C:37]1[CH:42]=[CH:41][C:40](B(O)O)=[CH:39][CH:38]=1.C(=O)([O-])[O-].[Na+].[Na+], predict the reaction product. The product is: [CH3:1][O:2][C:3](=[O:35])[CH2:4][CH:5]1[C:14]2[C:9](=[C:10]([F:15])[CH:11]=[CH:12][CH:13]=2)[N:8]=[C:7]([C:16]2[CH:21]=[CH:20][C:19]([C:40]3[CH:41]=[CH:42][C:37]([F:36])=[CH:38][CH:39]=3)=[CH:18][CH:17]=2)[N:6]1[C:23]1[CH:28]=[C:27]([C:29]([F:32])([F:31])[F:30])[CH:26]=[CH:25][C:24]=1[O:33][CH3:34]. (4) Given the reactants F[C:2]1[CH:7]=[CH:6][CH:5]=[C:4]([CH3:8])[N:3]=1.[CH3:9][CH:10]([CH3:13])[C:11]#[N:12].C[Si](C)(C)[N-][Si](C)(C)C.[K+], predict the reaction product. The product is: [CH3:9][C:10]([C:2]1[CH:7]=[CH:6][CH:5]=[C:4]([CH3:8])[N:3]=1)([CH3:13])[C:11]#[N:12]. (5) Given the reactants C([O:4][C@@H:5]1[C@@H:10]([O:11]C(=O)C)[C@H:9]([O:15]C(=O)C)[C@@H:8]([CH2:19][O:20]C(=O)C)[O:7][C@H:6]1[O:24][C:25]1[C:30]2[C:31]([CH2:34][CH2:35][C:36]3[CH:41]=[CH:40][CH:39]=[C:38]([O:42][CH2:43][CH2:44]O)[CH:37]=3)=[CH:32][O:33][C:29]=2[CH:28]=[CH:27][CH:26]=1)(=O)C.[NH2:46][C:47]([CH3:51])([CH3:50])[CH2:48][OH:49].NCCO, predict the reaction product. The product is: [C@@H:6]1([O:24][C:25]2[C:30]3[C:31]([CH2:34][CH2:35][C:36]4[CH:41]=[CH:40][CH:39]=[C:38]([O:42][CH2:43][CH2:44][NH:46][C:47]([CH3:51])([CH3:50])[CH2:48][OH:49])[CH:37]=4)=[CH:32][O:33][C:29]=3[CH:28]=[CH:27][CH:26]=2)[O:7][C@H:8]([CH2:19][OH:20])[C@@H:9]([OH:15])[C@H:10]([OH:11])[C@H:5]1[OH:4]. (6) Given the reactants S(Cl)(Cl)=O.[CH3:5][C@@H:6]1[CH2:10][CH2:9][CH2:8][N:7]1[CH2:11][C@@H:12]1[CH2:16][CH2:15][CH2:14][NH:13]1.[CH3:17][C:18]1([CH3:34])[C:22]([CH3:24])([CH3:23])[O:21][B:20]([C:25]2[CH:33]=[CH:32][C:28]([C:29](O)=[O:30])=[CH:27][CH:26]=2)[O:19]1, predict the reaction product. The product is: [CH3:5][C@@H:6]1[CH2:10][CH2:9][CH2:8][N:7]1[CH2:11][C@@H:12]1[CH2:16][CH2:15][CH2:14][N:13]1[C:29]([C:28]1[CH:27]=[CH:26][C:25]([B:20]2[O:21][C:22]([CH3:24])([CH3:23])[C:18]([CH3:34])([CH3:17])[O:19]2)=[CH:33][CH:32]=1)=[O:30].